From a dataset of Forward reaction prediction with 1.9M reactions from USPTO patents (1976-2016). Predict the product of the given reaction. (1) The product is: [NH:9]([C:10]1[N:15]=[C:14]([CH3:16])[C:13]([O:17][C:18]2[CH:23]=[CH:22][N:21]=[C:20]([C:24]3[CH:25]=[N:26][N:27]([CH3:29])[CH:28]=3)[CH:19]=2)=[CH:12][CH:11]=1)[NH2:8]. Given the reactants C1(C(C2C=CC=CC=2)=[N:8][NH:9][C:10]2[N:15]=[C:14]([CH3:16])[C:13]([O:17][C:18]3[CH:23]=[CH:22][N:21]=[C:20]([C:24]4[CH:25]=[N:26][N:27]([CH3:29])[CH:28]=4)[CH:19]=3)=[CH:12][CH:11]=2)C=CC=CC=1.Cl, predict the reaction product. (2) Given the reactants [CH2:1]([O:8][C:9]1[CH:10]=[N:11][CH:12]=[C:13]([CH:17]=1)[C:14]([OH:16])=O)[C:2]1[CH:7]=[CH:6][CH:5]=[CH:4][CH:3]=1.CN(C(ON1N=NC2C=CC=CC1=2)=[N+](C)C)C.F[P-](F)(F)(F)(F)F.CCN(C(C)C)C(C)C.[NH:51]1[CH:55]=[CH:54][N:53]=[C:52]1[NH:56][C:57]([C:59]1[C:67]2[NH:66][C:65]([NH2:68])=[N:64][C:63]=2[CH:62]=[CH:61][CH:60]=1)=[O:58], predict the reaction product. The product is: [NH:53]1[CH:54]=[CH:55][N:51]=[C:52]1[NH:56][C:57]([C:59]1[C:67]2[N:66]=[C:65]([NH:68][C:14]([C:13]3[CH:12]=[N:11][CH:10]=[C:9]([O:8][CH2:1][C:2]4[CH:3]=[CH:4][CH:5]=[CH:6][CH:7]=4)[CH:17]=3)=[O:16])[NH:64][C:63]=2[CH:62]=[CH:61][CH:60]=1)=[O:58]. (3) Given the reactants [F:1][C:2]1[C:3]([N:24]2[CH2:29][CH2:28][NH:27][CH2:26][CH2:25]2)=[N:4][C:5]([NH:8][C:9]2[CH:14]=[CH:13][C:12]([N:15]3[CH2:20][CH2:19][N:18]([C:21](=[O:23])[CH3:22])[CH2:17][CH2:16]3)=[CH:11][CH:10]=2)=[N:6][CH:7]=1.[C-:30]#[N:31].[K+].[OH2:33], predict the reaction product. The product is: [C:21]([N:18]1[CH2:19][CH2:20][N:15]([C:12]2[CH:13]=[CH:14][C:9]([NH:8][C:5]3[N:4]=[C:3]([N:24]4[CH2:29][CH2:28][N:27]([C:30]([NH2:31])=[O:33])[CH2:26][CH2:25]4)[C:2]([F:1])=[CH:7][N:6]=3)=[CH:10][CH:11]=2)[CH2:16][CH2:17]1)(=[O:23])[CH3:22]. (4) The product is: [F:11][C:2]([F:1])([F:10])[C:3]1[N:8]=[CH:7][C:6]([NH:9][C:13](=[O:14])[O:15][CH3:16])=[CH:5][CH:4]=1. Given the reactants [F:1][C:2]([F:11])([F:10])[C:3]1[N:8]=[CH:7][C:6]([NH2:9])=[CH:5][CH:4]=1.Cl[C:13]([O:15][CH3:16])=[O:14].C(=O)(O)[O-].[Na+], predict the reaction product. (5) Given the reactants Br[C:2]1[CH:11]=[CH:10][C:5]2[O:6][CH2:7][CH2:8][NH:9][C:4]=2[CH:3]=1.[B:12]1([B:12]2[O:16][C:15]([CH3:18])([CH3:17])[C:14]([CH3:20])([CH3:19])[O:13]2)[O:16][C:15]([CH3:18])([CH3:17])[C:14]([CH3:20])([CH3:19])[O:13]1.C([O-])(=O)C.[K+], predict the reaction product. The product is: [CH3:19][C:14]1([CH3:20])[C:15]([CH3:18])([CH3:17])[O:16][B:12]([C:2]2[CH:11]=[CH:10][C:5]3[O:6][CH2:7][CH2:8][NH:9][C:4]=3[CH:3]=2)[O:13]1. (6) Given the reactants [NH2:1][C:2]1[C:3]([C:12]([NH:14][CH:15]([CH2:20][CH2:21][CH:22]([CH3:28])[CH2:23][C:24]([CH3:27])([CH3:26])[CH3:25])[C:16]([O:18][CH3:19])=[O:17])=[O:13])=[CH:4][C:5]2[C:10]([CH:11]=1)=[CH:9][CH:8]=[CH:7][CH:6]=2.[N:29]([C:32]1[C:37]([CH3:38])=[CH:36][C:35]([CH3:39])=[CH:34][C:33]=1[CH3:40])=[C:30]=[O:31], predict the reaction product. The product is: [CH3:28][CH:22]([CH2:23][C:24]([CH3:27])([CH3:26])[CH3:25])[CH2:21][CH2:20][CH:15]([NH:14][C:12]([C:3]1[C:2]([NH:1][C:30]([NH:29][C:32]2[C:33]([CH3:40])=[CH:34][C:35]([CH3:39])=[CH:36][C:37]=2[CH3:38])=[O:31])=[CH:11][C:10]2[C:5](=[CH:6][CH:7]=[CH:8][CH:9]=2)[CH:4]=1)=[O:13])[C:16]([O:18][CH3:19])=[O:17].